The task is: Predict the reaction yield, written as a fraction of the theoretical maximum amount of product (1.0 means a 100% yield; for example, 0.34 means a 34% yield).. This data is from Reaction yield outcomes from USPTO patents with 853,638 reactions. The yield is 0.860. The reactants are [C:1]([C:4]1([CH2:7][CH2:8][CH2:9][CH2:10][C:11](=[O:22])[CH2:12][CH2:13][CH2:14][CH2:15][C:16]2([C:19]([OH:21])=[O:20])[CH2:18][CH2:17]2)[CH2:6][CH2:5]1)([OH:3])=[O:2].[OH-].[Na+].[BH4-].[Na+].Cl. The product is [C:19]([C:16]1([CH2:15][CH2:14][CH2:13][CH2:12][CH:11]([OH:22])[CH2:10][CH2:9][CH2:8][CH2:7][C:4]2([C:1]([OH:3])=[O:2])[CH2:5][CH2:6]2)[CH2:17][CH2:18]1)([OH:21])=[O:20]. The catalyst is CC(O)C.O.